From a dataset of Full USPTO retrosynthesis dataset with 1.9M reactions from patents (1976-2016). Predict the reactants needed to synthesize the given product. (1) Given the product [Br:11][C:8]1[CH:9]=[CH:10][C:5]([C:3]2[NH:18][C:16]([CH:13]3[CH2:15][CH2:14]3)=[N:17][CH:2]=2)=[CH:6][CH:7]=1, predict the reactants needed to synthesize it. The reactants are: Br[CH2:2][C:3]([C:5]1[CH:10]=[CH:9][C:8]([Br:11])=[CH:7][CH:6]=1)=O.Cl.[CH:13]1([C:16](=[NH:18])[NH2:17])[CH2:15][CH2:14]1.C(=O)([O-])[O-].[K+].[K+]. (2) Given the product [CH2:1]([O:8][C:9]1[CH:10]=[CH:11][C:12]([C:15]([C:17]2[C:25]3[C:20](=[C:21]([C:26]([F:29])([F:27])[F:28])[CH:22]=[CH:23][CH:24]=3)[N:19]([CH:33]([CH3:35])[CH3:34])[N:18]=2)=[O:16])=[CH:13][CH:14]=1)[C:2]1[CH:7]=[CH:6][CH:5]=[CH:4][CH:3]=1, predict the reactants needed to synthesize it. The reactants are: [CH2:1]([O:8][C:9]1[CH:14]=[CH:13][C:12]([C:15]([C:17]2[C:25]3[C:20](=[C:21]([C:26]([F:29])([F:28])[F:27])[CH:22]=[CH:23][CH:24]=3)[NH:19][N:18]=2)=[O:16])=[CH:11][CH:10]=1)[C:2]1[CH:7]=[CH:6][CH:5]=[CH:4][CH:3]=1.[H-].[Na+].I[CH:33]([CH3:35])[CH3:34]. (3) Given the product [C:17]([C:19]1[CH:24]=[C:23]([C:25]([NH:5][S:2]([CH3:1])(=[O:4])=[O:3])=[O:26])[CH:22]=[CH:21][C:20]=1[C:28]1[CH:29]=[CH:30][C:31]([C:34]2[S:35][CH:36]=[CH:37][C:38]=2[NH:39][S:40]([CH:43]([CH3:45])[CH3:44])(=[O:41])=[O:42])=[CH:32][CH:33]=1)#[N:18], predict the reactants needed to synthesize it. The reactants are: [CH3:1][S:2]([NH2:5])(=[O:4])=[O:3].CCN=C=NCCCN(C)C.[C:17]([C:19]1[CH:24]=[C:23]([C:25](O)=[O:26])[CH:22]=[CH:21][C:20]=1[C:28]1[CH:33]=[CH:32][C:31]([C:34]2[S:35][CH:36]=[CH:37][C:38]=2[NH:39][S:40]([CH:43]([CH3:45])[CH3:44])(=[O:42])=[O:41])=[CH:30][CH:29]=1)#[N:18].Cl. (4) Given the product [C:1]([O:5][C:6](=[O:24])[NH:7][CH2:8][C:9]1[C:14]([C:15]2[CH:20]=[CH:19][C:18]([Cl:21])=[CH:17][C:16]=2[Cl:22])=[CH:13][N:12]=[C:11]([NH:26][NH2:27])[CH:10]=1)([CH3:4])([CH3:3])[CH3:2], predict the reactants needed to synthesize it. The reactants are: [C:1]([O:5][C:6](=[O:24])[NH:7][CH2:8][C:9]1[C:14]([C:15]2[CH:20]=[CH:19][C:18]([Cl:21])=[CH:17][C:16]=2[Cl:22])=[CH:13][N:12]=[C:11](Cl)[CH:10]=1)([CH3:4])([CH3:3])[CH3:2].O.[NH2:26][NH2:27].CCOC(C)=O.